From a dataset of Full USPTO retrosynthesis dataset with 1.9M reactions from patents (1976-2016). Predict the reactants needed to synthesize the given product. (1) Given the product [NH2:1][C:2]1([CH3:9])[C:7]([OH:8])=[CH:6][CH:5]=[CH:4][CH2:3]1.[CH3:10][C:11]1[CH:12]=[C:13]([OH:18])[C:14](=[CH:16][CH:17]=1)[OH:15].[CH2:19]([NH2:21])[C:20]1[CH:6]=[CH:7][CH:2]=[CH:3][CH:4]=1, predict the reactants needed to synthesize it. The reactants are: [NH2:1][C:2]1([CH3:9])[C:7]([OH:8])=[CH:6][CH:5]=[CH:4][CH2:3]1.[CH3:10][C:11]1[CH:12]=[C:13]([OH:18])[C:14](=[CH:16][CH:17]=1)[OH:15].[C:19](#[N:21])[CH3:20].O. (2) The reactants are: [C:1]([CH2:3][O:4][C:5]1[CH:10]=[CH:9][C:8](B2OC(C)(C)C(C)(C)O2)=[CH:7][CH:6]=1)#[N:2].[Cl:20][C:21]1[CH:26]=[C:25]([OH:27])[CH:24]=[CH:23][C:22]=1[CH:28]([CH3:47])[C:29]([C:35]1[CH:46]=[CH:45][C:38]2[N:39]([CH3:44])[C:40](=[O:43])[N:41]([CH3:42])[C:37]=2[CH:36]=1)([OH:34])[C:30]([F:33])([F:32])[F:31]. Given the product [Cl:20][C:21]1[CH:26]=[C:25]([CH:24]=[CH:23][C:22]=1[CH:28]([CH3:47])[C:29]([C:35]1[CH:46]=[CH:45][C:38]2[N:39]([CH3:44])[C:40](=[O:43])[N:41]([CH3:42])[C:37]=2[CH:36]=1)([OH:34])[C:30]([F:33])([F:31])[F:32])[O:27][C:8]1[CH:7]=[CH:6][C:5]([O:4][CH2:3][C:1]#[N:2])=[CH:10][CH:9]=1, predict the reactants needed to synthesize it. (3) Given the product [C:21]([C:23]1[CH:24]=[CH:25][C:26]([NH:1][CH2:2][CH2:3][N:4]([CH2:14][CH:15]2[CH2:20][CH2:19][CH2:18][CH2:17][CH2:16]2)[S:5]([C:8]2[CH:13]=[CH:12][CH:11]=[CH:10][N:9]=2)(=[O:7])=[O:6])=[N:27][CH:28]=1)#[N:22], predict the reactants needed to synthesize it. The reactants are: [NH2:1][CH2:2][CH2:3][N:4]([CH2:14][CH:15]1[CH2:20][CH2:19][CH2:18][CH2:17][CH2:16]1)[S:5]([C:8]1[CH:13]=[CH:12][CH:11]=[CH:10][N:9]=1)(=[O:7])=[O:6].[C:21]([C:23]1[CH:24]=[CH:25][C:26](F)=[N:27][CH:28]=1)#[N:22].CCN(C(C)C)C(C)C.O. (4) Given the product [C:1]([O:5][C:6]([N:8]1[CH2:13][CH2:12][C@@H:11]([N:14]2[C:15]3[CH:20]=[C:19]([F:21])[CH:18]=[CH:17][C:16]=3[N:22]=[C:29]2[NH2:28])[C@H:10]([O:23][C:24](=[O:26])[CH3:25])[CH2:9]1)=[O:7])([CH3:4])([CH3:2])[CH3:3], predict the reactants needed to synthesize it. The reactants are: [C:1]([O:5][C:6]([N:8]1[CH2:13][CH2:12][C@@H:11]([NH:14][C:15]2[CH:20]=[C:19]([F:21])[CH:18]=[CH:17][C:16]=2[NH2:22])[C@H:10]([O:23][C:24](=[O:26])[CH3:25])[CH2:9]1)=[O:7])([CH3:4])([CH3:3])[CH3:2].O.[N:28]#[C:29]Br. (5) Given the product [CH3:21][C@@:19]1([CH2:22][OH:23])[S:18][CH2:17][CH2:16][N:15]2[C:11]([C:8]3([C:5]4[CH:4]=[CH:3][C:2]([C:39]5[CH:40]=[N:41][NH:42][CH:43]=5)=[CH:7][CH:6]=4)[CH2:9][CH2:10]3)=[N:12][N:13]=[C:14]2[CH2:20]1, predict the reactants needed to synthesize it. The reactants are: Br[C:2]1[CH:7]=[CH:6][C:5]([C:8]2([C:11]3[N:15]4[CH2:16][CH2:17][S:18][C@:19]([CH2:22][O:23][Si](C(C)(C)C)(C)C)([CH3:21])[CH2:20][C:14]4=[N:13][N:12]=3)[CH2:10][CH2:9]2)=[CH:4][CH:3]=1.CC1(C)C(C)(C)OB([C:39]2[CH:40]=[N:41][NH:42][CH:43]=2)O1.C(=O)([O-])[O-].[K+].[K+].